Dataset: Reaction yield outcomes from USPTO patents with 853,638 reactions. Task: Predict the reaction yield, written as a fraction of the theoretical maximum amount of product (1.0 means a 100% yield; for example, 0.34 means a 34% yield). (1) The reactants are [C:1]([O:5][C:6]([N:8]1[CH2:13][CH2:12][CH:11]([NH:14][CH2:15][CH:16]([CH3:18])[CH3:17])[CH2:10][CH2:9]1)=[O:7])([CH3:4])([CH3:3])[CH3:2].[Cl:19][C:20]1[S:21][C:22]([CH:26]=O)=[C:23]([Cl:25])[N:24]=1.C(O)(=O)C.[BH-](OC(C)=O)(OC(C)=O)OC(C)=O.[Na+]. The catalyst is CN(C)C=O.C(OCC)(=O)C.O. The product is [C:1]([O:5][C:6]([N:8]1[CH2:9][CH2:10][CH:11]([N:14]([CH2:26][C:22]2[S:21][C:20]([Cl:19])=[N:24][C:23]=2[Cl:25])[CH2:15][CH:16]([CH3:18])[CH3:17])[CH2:12][CH2:13]1)=[O:7])([CH3:4])([CH3:3])[CH3:2]. The yield is 0.310. (2) The reactants are C([O:4][CH2:5][CH2:6][CH2:7][C:8]1[CH:13]=[CH:12][CH:11]=[C:10]([C:14]2[C:23]3[CH2:22][CH2:21][C@H:20]4[C@H:24]([CH3:31])[C:25](=[O:30])[CH:26]([C:28]#[N:29])[CH2:27][C@:19]4([C:32]4[CH:37]=[CH:36][CH:35]=[CH:34][CH:33]=4)[C:18]=3[N:17]=[C:16]([CH3:38])[N:15]=2)[CH:9]=1)(=O)C.C[O-].[Na+]. The catalyst is CO.C(OCC)(=O)C. The product is [OH:4][CH2:5][CH2:6][CH2:7][C:8]1[CH:9]=[C:10]([C:14]2[C:23]3[CH2:22][CH2:21][C@H:20]4[C@H:24]([CH3:31])[C:25](=[O:30])[CH:26]([C:28]#[N:29])[CH2:27][C@:19]4([C:32]4[CH:33]=[CH:34][CH:35]=[CH:36][CH:37]=4)[C:18]=3[N:17]=[C:16]([CH3:38])[N:15]=2)[CH:11]=[CH:12][CH:13]=1. The yield is 0.760. (3) The reactants are [F:1][C:2]([F:8])([F:7])[C:3](OC)=[O:4].C(N(CC)CC)C.[C:16]([C:24]1[CH:35]=[CH:34][C:27]([CH2:28][C@@H:29]([C:31]([OH:33])=[O:32])[NH2:30])=[CH:26][CH:25]=1)(=[O:23])[C:17]1[CH:22]=[CH:21][CH:20]=[CH:19][CH:18]=1.Cl. The catalyst is CO.C(OCC)(=O)C. The product is [F:8][C:2]([F:1])([F:7])[C:3]([NH:30][C@H:29]([C:31]([OH:33])=[O:32])[CH2:28][C:27]1[CH:26]=[CH:25][C:24]([C:16](=[O:23])[C:17]2[CH:22]=[CH:21][CH:20]=[CH:19][CH:18]=2)=[CH:35][CH:34]=1)=[O:4]. The yield is 0.180. (4) The product is [CH:28]1([NH:33][C:2]2[N:7]3[N:8]=[C:9]([C:14]4[CH:19]=[CH:18][C:17]([O:20][CH3:21])=[CH:16][CH:15]=4)[C:10]([C:11](=[O:13])[CH3:12])=[C:6]3[CH:5]=[CH:4][CH:3]=2)[CH2:32][CH2:31][CH2:30][CH2:29]1. The catalyst is C1(C)C=CC=CC=1.C([O-])(=O)C.[Pd+2].C([O-])(=O)C.C1(P(C2C=CC=CC=2)C2C=CC3C(=CC=CC=3)C=2C2C3C(=CC=CC=3)C=CC=2P(C2C=CC=CC=2)C2C=CC=CC=2)C=CC=CC=1.O. The reactants are Cl[C:2]1[N:7]2[N:8]=[C:9]([C:14]3[CH:19]=[CH:18][C:17]([O:20][CH3:21])=[CH:16][CH:15]=3)[C:10]([C:11](=[O:13])[CH3:12])=[C:6]2[CH:5]=[CH:4][CH:3]=1.C(=O)([O-])[O-].[Cs+].[Cs+].[CH:28]1([NH2:33])[CH2:32][CH2:31][CH2:30][CH2:29]1.C(OCC)C. The yield is 0.970. (5) The reactants are [CH2:1]([O:3][C:4]1[CH:9]=[CH:8][CH:7]=[C:6]([F:10])[C:5]=1[O:11][CH2:12][CH3:13])[CH3:2].[Br:14]N1C(=O)CCC1=O.CCCCCC. The catalyst is C(#N)C. The product is [Br:14][C:7]1[CH:8]=[CH:9][C:4]([O:3][CH2:1][CH3:2])=[C:5]([O:11][CH2:12][CH3:13])[C:6]=1[F:10]. The yield is 0.960.